Dataset: Catalyst prediction with 721,799 reactions and 888 catalyst types from USPTO. Task: Predict which catalyst facilitates the given reaction. (1) Reactant: [C:1]([O:5][C:6](=[O:32])[NH:7][CH:8]([C:16]1NC(=O)C=[C:20]([C:22]2[CH:27]=[CH:26][C:25]([N+:28]([O-:30])=[O:29])=[CH:24][CH:23]=2)[CH:21]=1)[CH2:9][C:10]1[CH:15]=[CH:14][CH:13]=[CH:12][CH:11]=1)([CH3:4])([CH3:3])[CH3:2].C[O:34]P(CC(=O)[C@@H](NC(OC(C)(C)C)=O)CC1C=CC=CC=1)(=O)OC.[N+](C1C=CC(C=O)=CC=1)([O-])=O.C(=O)([O-])[O-].[K+].[K+]. Product: [C:1]([O:5][C:6](=[O:32])[NH:7][C@@H:8]([CH2:9][C:10]1[CH:15]=[CH:14][CH:13]=[CH:12][CH:11]=1)[C:16](=[O:34])/[CH:21]=[CH:20]/[C:22]1[CH:27]=[CH:26][C:25]([N+:28]([O-:30])=[O:29])=[CH:24][CH:23]=1)([CH3:4])([CH3:3])[CH3:2]. The catalyst class is: 653. (2) Reactant: Br[C:2]1[CH:16]=[CH:15][C:5]([O:6][CH2:7][CH:8]2[CH2:11][N:10]([C:12](=[O:14])[CH3:13])[CH2:9]2)=[CH:4][CH:3]=1.[CH3:17][C:18]1([CH3:32])[CH2:23][O:22][B:21]([B:21]2[O:22][CH2:23][C:18]([CH3:32])([CH3:17])[CH2:19][O:20]2)[O:20][CH2:19]1.C([O-])(=O)C.[K+]. Product: [CH3:17][C:18]1([CH3:32])[CH2:23][O:22][B:21]([C:2]2[CH:16]=[CH:15][C:5]([O:6][CH2:7][CH:8]3[CH2:11][N:10]([C:12](=[O:14])[CH3:13])[CH2:9]3)=[CH:4][CH:3]=2)[O:20][CH2:19]1. The catalyst class is: 75. (3) Reactant: [Cl:1][C:2]([Cl:8])([Cl:7])[C:3](=[NH:6])OC.[F:9][C:10]1[CH:11]=[C:12]([NH2:17])[C:13](N)=[CH:14][CH:15]=1. Product: [F:9][C:10]1[CH:15]=[CH:14][C:13]2[N:6]=[C:3]([C:2]([Cl:8])([Cl:7])[Cl:1])[NH:17][C:12]=2[CH:11]=1. The catalyst class is: 15. (4) Reactant: [Br:1][C:2]1[C:3]([N:10]([CH:12]2[CH2:16][CH2:15][CH2:14][CH2:13]2)[NH2:11])=[N:4][C:5]([C:8]#[N:9])=[N:6][CH:7]=1.CCN(C(C)C)C(C)C.[Cl:26][CH2:27][C:28]1[CH:33]=[CH:32][C:31]([C:34]2[N:39]=[CH:38][C:37]([C:40](Cl)=[O:41])=[CH:36][CH:35]=2)=[CH:30][CH:29]=1. Product: [Br:1][C:2]1[C:3]([N:10]([CH:12]2[CH2:13][CH2:14][CH2:15][CH2:16]2)[NH:11][C:40]([C:37]2[CH:38]=[N:39][C:34]([C:31]3[CH:32]=[CH:33][C:28]([CH2:27][Cl:26])=[CH:29][CH:30]=3)=[CH:35][CH:36]=2)=[O:41])=[N:4][C:5]([C:8]#[N:9])=[N:6][CH:7]=1. The catalyst class is: 1. (5) Reactant: [C:1]([O:5][C:6]([N:8]1[CH2:13][CH2:12][N:11]([C:14]2[CH:19]=[CH:18][C:17]([O:20][CH2:21][CH2:22][CH2:23]Cl)=[CH:16][CH:15]=2)[CH2:10][CH2:9]1)=[O:7])([CH3:4])([CH3:3])[CH3:2].[NH:25]1[CH2:30][CH2:29][CH2:28][CH2:27][CH2:26]1.C(=O)([O-])[O-].[K+].[K+].[I-].[K+]. Product: [C:1]([O:5][C:6]([N:8]1[CH2:13][CH2:12][N:11]([C:14]2[CH:19]=[CH:18][C:17]([O:20][CH2:21][CH2:22][CH2:23][N:25]3[CH2:30][CH2:29][CH2:28][CH2:27][CH2:26]3)=[CH:16][CH:15]=2)[CH2:10][CH2:9]1)=[O:7])([CH3:4])([CH3:3])[CH3:2]. The catalyst class is: 131.